From a dataset of Peptide-MHC class I binding affinity with 185,985 pairs from IEDB/IMGT. Regression. Given a peptide amino acid sequence and an MHC pseudo amino acid sequence, predict their binding affinity value. This is MHC class I binding data. (1) The peptide sequence is KAYKIISLK. The binding affinity (normalized) is 0.0847. The MHC is HLA-A02:16 with pseudo-sequence HLA-A02:16. (2) The peptide sequence is AEIMKICST. The MHC is HLA-B40:01 with pseudo-sequence HLA-B40:01. The binding affinity (normalized) is 0.0350.